Dataset: Full USPTO retrosynthesis dataset with 1.9M reactions from patents (1976-2016). Task: Predict the reactants needed to synthesize the given product. Given the product [CH3:1][N:2]1[C:10]([CH2:11][N:35]2[CH2:36][CH2:37][C:32]3([CH2:31][CH:30]([OH:38])[CH2:29]3)[CH2:33][CH2:34]2)=[N:9][C:8]2[C:3]1=[N:4][C:5]([N:19]1[C:23]3[CH:24]=[CH:25][CH:26]=[CH:27][C:22]=3[N:21]=[C:20]1[CH3:28])=[N:6][C:7]=2[N:13]1[CH2:14][CH2:15][O:16][CH2:17][CH2:18]1, predict the reactants needed to synthesize it. The reactants are: [CH3:1][N:2]1[C:10]([CH:11]=O)=[N:9][C:8]2[C:3]1=[N:4][C:5]([N:19]1[C:23]3[CH:24]=[CH:25][CH:26]=[CH:27][C:22]=3[N:21]=[C:20]1[CH3:28])=[N:6][C:7]=2[N:13]1[CH2:18][CH2:17][O:16][CH2:15][CH2:14]1.[CH2:29]1[C:32]2([CH2:37][CH2:36][NH:35][CH2:34][CH2:33]2)[CH2:31][CH:30]1[OH:38].C(OC)(OC)OC.C(O)(=O)C.C(O[BH-](OC(=O)C)OC(=O)C)(=O)C.[Na+].